This data is from Forward reaction prediction with 1.9M reactions from USPTO patents (1976-2016). The task is: Predict the product of the given reaction. (1) The product is: [O:6]1[CH:7]([CH2:9][NH2:10])[CH2:8][C:4]2[CH:3]=[CH:2][C:25]3[CH2:24][CH2:23][CH2:22][C:21]=3[C:5]1=2. Given the reactants C[C:2]1[C:25]2[CH2:24][CH2:23][CH2:22][C:21]=2[C:5]2[O:6][CH:7]([CH2:9][NH:10]C(=O)OCC3C=CC=CC=3)[CH2:8][C:4]=2[CH:3]=1, predict the reaction product. (2) Given the reactants B.C1COCC1.[Br:7][C:8]1[CH:9]=[CH:10][C:11]2[C:12]3[C:22](=O)[NH:21][CH2:20][CH2:19][CH2:18][C:13]=3[N:14]([CH3:17])[C:15]=2[CH:16]=1.Cl.[OH-].[Na+].[CH3:27][C:28]([O:31][C:32](O[C:32]([O:31][C:28]([CH3:30])([CH3:29])[CH3:27])=[O:33])=[O:33])([CH3:30])[CH3:29], predict the reaction product. The product is: [Br:7][C:8]1[CH:9]=[CH:10][C:11]2[C:12]3[CH2:22][N:21]([C:32]([O:31][C:28]([CH3:30])([CH3:29])[CH3:27])=[O:33])[CH2:20][CH2:19][CH2:18][C:13]=3[N:14]([CH3:17])[C:15]=2[CH:16]=1. (3) Given the reactants FC(F)(F)[C:3]1[CH:4]=[C:5]([C:9]2[C:10]3[N:11]([N:15]=[C:16]([NH2:18])[N:17]=3)[CH:12]=[CH:13][CH:14]=2)[CH:6]=[CH:7][CH:8]=1.[CH3:21][O:22]C1C=CC(B(O)O)=CC=1, predict the reaction product. The product is: [CH3:21][O:22][C:8]1[CH:7]=[CH:6][C:5]([C:9]2[C:10]3[N:11]([N:15]=[C:16]([NH2:18])[N:17]=3)[CH:12]=[CH:13][CH:14]=2)=[CH:4][CH:3]=1. (4) The product is: [F:39][C:35]1[C:34]([CH3:40])=[C:33]([CH:38]=[CH:37][CH:36]=1)[CH2:32][C:17]1[C:18]([C:26]2[CH:31]=[CH:30][CH:29]=[CH:28][CH:27]=2)=[C:19]2[CH:24]=[C:23]([OH:25])[CH:22]=[N:21][N:20]2[C:16]=1[C:14]([N:11]1[CH2:12][CH2:13][NH:8][CH2:9][CH2:10]1)=[O:15]. Given the reactants C(OC([N:8]1[CH2:13][CH2:12][N:11]([C:14]([C:16]2[N:20]3[N:21]=[CH:22][C:23]([OH:25])=[CH:24][C:19]3=[C:18]([C:26]3[CH:31]=[CH:30][CH:29]=[CH:28][CH:27]=3)[C:17]=2[CH2:32][C:33]2[CH:38]=[CH:37][CH:36]=[C:35]([F:39])[C:34]=2[CH3:40])=[O:15])[CH2:10][CH2:9]1)=O)(C)(C)C.Cl.O1CCOCC1, predict the reaction product. (5) Given the reactants [CH3:1][O:2][C:3]1[CH:4]=[C:5]2[C:10](=[CH:11][CH:12]=1)[C:9]([OH:13])=[N:8][CH:7]=[CH:6]2.Br[C:15]1[CH:16]=[C:17]([CH:20]=[CH:21][CH:22]=1)[C:18]#[N:19].N1CCC[C@H]1C(O)=O.C(=O)([O-])[O-].[K+].[K+], predict the reaction product. The product is: [CH3:1][O:2][C:3]1[CH:4]=[C:5]2[C:10](=[CH:11][CH:12]=1)[C:9](=[O:13])[N:8]([C:15]1[CH:16]=[C:17]([CH:20]=[CH:21][CH:22]=1)[C:18]#[N:19])[CH:7]=[CH:6]2. (6) The product is: [CH3:1][CH2:2][CH2:3][CH2:4][CH2:5][CH2:6][CH2:7][CH2:8][CH:9]=[CH:10][CH2:11][CH2:12][CH2:13][CH2:14][CH2:15][CH2:16][CH2:17][CH3:18]. Given the reactants [C:1](OC)(=O)[CH2:2][CH2:3][CH2:4][CH2:5][CH2:6][CH2:7][CH2:8]/[CH:9]=[CH:10]\[CH2:11][CH2:12][CH2:13][CH2:14][CH2:15][CH2:16][CH2:17][CH3:18].C(OC)(=O)CCCCCCC/C=C\C/C=C\CCCCC, predict the reaction product.